This data is from Full USPTO retrosynthesis dataset with 1.9M reactions from patents (1976-2016). The task is: Predict the reactants needed to synthesize the given product. (1) Given the product [N:40]1([CH2:47][CH2:48][O:49][C:50]2[CH:55]=[CH:54][C:53]([CH2:56][CH2:57][N:58]([CH2:79][CH3:80])[C:59]3[CH:64]=[C:63]([OH:65])[CH:62]=[CH:61][C:60]=3[CH:67]3[CH2:76][CH2:75][C:74]4[CH:73]=[C:72]([OH:77])[CH:71]=[CH:70][C:69]=4[CH2:68]3)=[CH:52][CH:51]=2)[CH2:46][CH2:45][CH2:44][CH2:43][CH2:42][CH2:41]1, predict the reactants needed to synthesize it. The reactants are: N1(CCOC2C=CC(CCNC3C=C(OC)C=CC=3C3CCC4C(=CC=C(OC)C=4)C3)=CC=2)CCCCCC1.[N:40]1([CH2:47][CH2:48][O:49][C:50]2[CH:55]=[CH:54][C:53]([CH2:56][CH2:57][N:58]([CH2:79][CH3:80])[C:59]3[CH:64]=[C:63]([O:65]C)[CH:62]=[CH:61][C:60]=3[CH:67]3[CH2:76][CH2:75][C:74]4[C:69](=[CH:70][CH:71]=[C:72]([O:77]C)[CH:73]=4)[CH2:68]3)=[CH:52][CH:51]=2)[CH2:46][CH2:45][CH2:44][CH2:43][CH2:42][CH2:41]1. (2) Given the product [CH2:32]([NH:33][S:13]([C:11]1[CH:12]=[C:7]([C:6]2[C:2]([CH3:1])=[N:3][O:4][C:5]=2[CH3:18])[CH:8]=[CH:9][C:10]=1[CH3:17])(=[O:14])=[O:15])[CH2:31][O:30][CH2:29][CH2:28][O:27][CH2:26][CH2:25][O:24][CH2:23][CH2:22][O:21][CH2:20][CH2:19][NH:34][S:13]([C:11]1[CH:12]=[C:7]([C:6]2[C:2]([CH3:1])=[N:3][O:4][C:5]=2[CH3:18])[CH:8]=[CH:9][C:10]=1[CH3:17])(=[O:15])=[O:14], predict the reactants needed to synthesize it. The reactants are: [CH3:1][C:2]1[C:6]([C:7]2[CH:8]=[CH:9][C:10]([CH3:17])=[C:11]([S:13](Cl)(=[O:15])=[O:14])[CH:12]=2)=[C:5]([CH3:18])[O:4][N:3]=1.[CH2:19]([NH2:34])[CH2:20][O:21][CH2:22][CH2:23][O:24][CH2:25][CH2:26][O:27][CH2:28][CH2:29][O:30][CH2:31][CH2:32][NH2:33]. (3) Given the product [C:1]([CH:3]1[CH2:6][N:5]([C:7](=[O:31])[C@H:8]([NH:10][C:11]([C:13]2[C:21]3[C:16](=[N:17][CH:18]=[C:19]([C:41]4[N:40]=[C:39]([CH2:55][OH:56])[N:37]5[CH:38]=[C:33]([F:32])[CH:34]=[CH:35][C:36]=45)[N:20]=3)[N:15]([CH2:23][O:24][CH2:25][CH2:26][Si:27]([CH3:30])([CH3:29])[CH3:28])[CH:14]=2)=[O:12])[CH3:9])[CH2:4]1)#[N:2], predict the reactants needed to synthesize it. The reactants are: [C:1]([CH:3]1[CH2:6][N:5]([C:7](=[O:31])[C@H:8]([NH:10][C:11]([C:13]2[C:21]3[C:16](=[N:17][CH:18]=[C:19](Br)[N:20]=3)[N:15]([CH2:23][O:24][CH2:25][CH2:26][Si:27]([CH3:30])([CH3:29])[CH3:28])[CH:14]=2)=[O:12])[CH3:9])[CH2:4]1)#[N:2].[F:32][C:33]1[CH:34]=[CH:35][C:36]2[N:37]([C:39]([CH2:55][OH:56])=[N:40][C:41]=2[Sn](CCCC)(CCCC)CCCC)[CH:38]=1. (4) Given the product [Cl:1][C:2]1[C:11]2[C:6](=[CH:7][CH:8]=[C:9]([C:12]([OH:14])=[O:13])[CH:10]=2)[C:5]([Cl:17])=[CH:4][N:3]=1, predict the reactants needed to synthesize it. The reactants are: [Cl:1][C:2]1[C:11]2[C:6](=[CH:7][CH:8]=[C:9]([C:12]([O:14]CC)=[O:13])[CH:10]=2)[C:5]([Cl:17])=[CH:4][N:3]=1.[OH-].[Na+].CCO.Cl. (5) Given the product [NH2:1][C:4]1[CH:5]=[CH:6][C:7]([N:10]2[CH:15]=[CH:14][N:13]=[CH:12][C:11]2=[O:16])=[CH:8][CH:9]=1, predict the reactants needed to synthesize it. The reactants are: [N+:1]([C:4]1[CH:9]=[CH:8][C:7]([N:10]2[CH:15]=[CH:14][N:13]=[CH:12][C:11]2=[O:16])=[CH:6][CH:5]=1)([O-])=O.Cl[Sn]Cl. (6) Given the product [Cl:1][C:2]1[C:9]([CH3:10])=[C:8]([N:12]2[CH2:19][CH2:18][CH2:17][C@H:13]2[C:14]([OH:16])=[O:15])[CH:7]=[CH:6][C:3]=1[C:4]#[N:5], predict the reactants needed to synthesize it. The reactants are: [Cl:1][C:2]1[C:9]([CH3:10])=[C:8](F)[CH:7]=[CH:6][C:3]=1[C:4]#[N:5].[NH:12]1[CH2:19][CH2:18][CH2:17][C@H:13]1[C:14]([OH:16])=[O:15]. (7) Given the product [Br:18][C:19]1[CH:20]=[C:21]([NH:22][CH:11]=[C:5]2[C:6](=[O:8])[O:7][C:2]([CH3:10])([CH3:1])[O:3][C:4]2=[O:9])[CH:23]=[CH:24][C:25]=1[S:26]([CH3:29])(=[O:28])=[O:27], predict the reactants needed to synthesize it. The reactants are: [CH3:1][C:2]1([CH3:10])[O:7][C:6](=[O:8])[CH2:5][C:4](=[O:9])[O:3]1.[CH:11](OC)(OC)OC.[Br:18][C:19]1[CH:20]=[C:21]([CH:23]=[CH:24][C:25]=1[S:26]([CH3:29])(=[O:28])=[O:27])[NH2:22].